This data is from TCR-epitope binding with 47,182 pairs between 192 epitopes and 23,139 TCRs. The task is: Binary Classification. Given a T-cell receptor sequence (or CDR3 region) and an epitope sequence, predict whether binding occurs between them. (1) The epitope is SLYNTVATL. The TCR CDR3 sequence is CASSIFPGGGYGYTF. Result: 1 (the TCR binds to the epitope). (2) The epitope is TPGPGVRYPL. The TCR CDR3 sequence is CATSSPGTSGRHNEQFF. Result: 1 (the TCR binds to the epitope). (3) The epitope is NQKLIANQF. The TCR CDR3 sequence is CASSETGGYEKLFF. Result: 1 (the TCR binds to the epitope). (4) The epitope is TPGPGVRYPL. The TCR CDR3 sequence is CASSQERQGAYGNTIYF. Result: 0 (the TCR does not bind to the epitope). (5) The epitope is AIMTRCLAV. The TCR CDR3 sequence is CASSEFVRDNQPQHF. Result: 0 (the TCR does not bind to the epitope). (6) The epitope is LLSAGIFGA. The TCR CDR3 sequence is CASSQEVGTGETQYF. Result: 0 (the TCR does not bind to the epitope).